This data is from Reaction yield outcomes from USPTO patents with 853,638 reactions. The task is: Predict the reaction yield, written as a fraction of the theoretical maximum amount of product (1.0 means a 100% yield; for example, 0.34 means a 34% yield). (1) The reactants are C[O:2][C:3]([C@H:5]1[CH2:9][C@@H:8]([NH:10][C:11]([O:13][C:14]([CH3:17])([CH3:16])[CH3:15])=[O:12])[C@@H:7]([OH:18])[CH2:6]1)=[O:4].N1C=CN=C1.[CH3:24][C:25]([Si:28](Cl)([CH3:30])[CH3:29])([CH3:27])[CH3:26].Cl. The catalyst is C(Cl)Cl.CN(C1C=CN=CC=1)C.C(O)(C)C.[OH-].[Na+].C(Cl)(Cl)Cl. The product is [C:11]([NH:10][C@@H:8]1[CH2:9][C@H:5]([C:3]([OH:2])=[O:4])[CH2:6][C@@H:7]1[O:18][Si:28]([C:25]([CH3:27])([CH3:26])[CH3:24])([CH3:30])[CH3:29])([O:13][C:14]([CH3:17])([CH3:16])[CH3:15])=[O:12]. The yield is 0.871. (2) The reactants are [Cl:1][C:2]1[C:11]2[C:6](=[C:7]([F:12])[CH:8]=[CH:9][CH:10]=2)[N:5]=[C:4]([C:13]([O:15]CC)=O)[N:3]=1.[F:18][C:19]1[CH:24]=[CH:23][C:22]([Mg]Br)=[CH:21][CH:20]=1.C1COCC1.Cl.[Na+].[Cl-]. The catalyst is C1COCC1. The product is [Cl:1][C:2]1[C:11]2[C:6](=[C:7]([F:12])[CH:8]=[CH:9][CH:10]=2)[N:5]=[C:4]([C:13]([C:22]2[CH:23]=[CH:24][C:19]([F:18])=[CH:20][CH:21]=2)=[O:15])[N:3]=1. The yield is 0.930. (3) The reactants are [F:1][C:2]1[CH:3]=[C:4]([CH:6]=[CH:7][C:8]=1[N+:9]([O-:11])=[O:10])[NH2:5].[Br:12]Br.C([O-])([O-])=O.[Na+].[Na+]. The yield is 0.840. The product is [Br:12][C:6]1[CH:7]=[C:8]([N+:9]([O-:11])=[O:10])[C:2]([F:1])=[CH:3][C:4]=1[NH2:5]. The catalyst is C(O)(=O)C.